This data is from Full USPTO retrosynthesis dataset with 1.9M reactions from patents (1976-2016). The task is: Predict the reactants needed to synthesize the given product. (1) The reactants are: [Cl:1][C:2]1[C:3]([N:13]2[CH2:18][CH2:17][CH:16]([C:19]([OH:21])=O)[CH2:15][CH2:14]2)=[N:4][CH:5]=[C:6]([C:8]([O:10][CH2:11][CH3:12])=[O:9])[CH:7]=1.CCN=C=NCCCN(C)C.C1C=CC2N(O)N=NC=2C=1.[Cl:43][C:44]1[S:48][C:47]([S:49]([NH2:52])(=[O:51])=[O:50])=[CH:46][CH:45]=1.CCN(C(C)C)C(C)C. Given the product [Cl:1][C:2]1[C:3]([N:13]2[CH2:14][CH2:15][CH:16]([C:19]([NH:52][S:49]([C:47]3[S:48][C:44]([Cl:43])=[CH:45][CH:46]=3)(=[O:51])=[O:50])=[O:21])[CH2:17][CH2:18]2)=[N:4][CH:5]=[C:6]([CH:7]=1)[C:8]([O:10][CH2:11][CH3:12])=[O:9], predict the reactants needed to synthesize it. (2) Given the product [CH2:31]([N:38]([CH2:29][C:17]1[C:16]([Cl:15])=[N:21][C:20]([N:22]2[CH2:27][CH2:26][CH2:25][CH2:24][CH:23]2[CH3:28])=[CH:19][N:18]=1)[CH2:39][CH2:40][OH:41])[C:32]1[CH:37]=[CH:36][CH:35]=[CH:34][CH:33]=1, predict the reactants needed to synthesize it. The reactants are: C(O[BH-](OC(=O)C)OC(=O)C)(=O)C.[Na+].[Cl:15][C:16]1[C:17]([CH:29]=O)=[N:18][CH:19]=[C:20]([N:22]2[CH2:27][CH2:26][CH2:25][CH2:24][CH:23]2[CH3:28])[N:21]=1.[CH2:31]([NH:38][CH2:39][CH2:40][OH:41])[C:32]1[CH:37]=[CH:36][CH:35]=[CH:34][CH:33]=1.C(=O)([O-])O.[Na+]. (3) Given the product [CH2:27]([O:26][C:23]1[CH:24]=[C:25]2[C:20](=[CH:21][C:22]=1[O:29][CH3:30])[N:19]=[CH:18][N:17]=[C:16]2[S:14][C:10]1[CH:9]=[C:8]([CH:13]=[CH:12][CH:11]=1)[NH2:7])[CH3:28], predict the reactants needed to synthesize it. The reactants are: C(=O)([O-])[O-].[Cs+].[Cs+].[NH2:7][C:8]1[CH:9]=[C:10]([SH:14])[CH:11]=[CH:12][CH:13]=1.Cl[C:16]1[C:25]2[C:20](=[CH:21][C:22]([O:29][CH3:30])=[C:23]([O:26][CH2:27][CH3:28])[CH:24]=2)[N:19]=[CH:18][N:17]=1. (4) Given the product [C:1]([O:5][C:6]([N:8]1[CH2:13][CH2:12][CH:11]([O:14][C:19]2[CH:24]=[CH:23][CH:22]=[CH:21][N:20]=2)[CH2:10][CH2:9]1)=[O:7])([CH3:4])([CH3:2])[CH3:3], predict the reactants needed to synthesize it. The reactants are: [C:1]([O:5][C:6]([N:8]1[CH2:13][CH2:12][CH:11]([OH:14])[CH2:10][CH2:9]1)=[O:7])([CH3:4])([CH3:3])[CH3:2].[H-].[Na+].Cl.Cl[C:19]1[CH:24]=[CH:23][CH:22]=[CH:21][N:20]=1. (5) Given the product [NH2:12][C:8]1[CH:7]=[C:6]2[C:11](=[CH:10][CH:9]=1)[N:2]([CH3:1])[C:3](=[O:17])[C:4]([CH3:16])([CH3:15])[NH:5]2, predict the reactants needed to synthesize it. The reactants are: [CH3:1][N:2]1[C:11]2[C:6](=[CH:7][C:8]([N+:12]([O-])=O)=[CH:9][CH:10]=2)[NH:5][C:4]([CH3:16])([CH3:15])[C:3]1=[O:17]. (6) Given the product [CH2:36]([C:31]1[C:30]([O:29][C:4]2[C:5]([NH:8][C:9]3[S:13][N:12]=[C:11]([CH:14]4[CH2:20][CH:19]5[N:21]([C:22]([O:24][C:25]([CH3:28])([CH3:27])[CH3:26])=[O:23])[CH:16]([CH2:17][CH2:18]5)[CH2:15]4)[N:10]=3)=[N:6][CH:7]=[C:2]([S:38][CH2:39][CH2:40][C:41]([O:43][CH3:44])=[O:42])[CH:3]=2)=[CH:35][CH:34]=[CH:33][N:32]=1)[CH3:37], predict the reactants needed to synthesize it. The reactants are: Br[C:2]1[CH:3]=[C:4]([O:29][C:30]2[C:31]([CH2:36][CH3:37])=[N:32][CH:33]=[CH:34][CH:35]=2)[C:5]([NH:8][C:9]2[S:13][N:12]=[C:11]([CH:14]3[CH2:20][CH:19]4[N:21]([C:22]([O:24][C:25]([CH3:28])([CH3:27])[CH3:26])=[O:23])[CH:16]([CH2:17][CH2:18]4)[CH2:15]3)[N:10]=2)=[N:6][CH:7]=1.[SH:38][CH2:39][CH2:40][C:41]([O:43][CH3:44])=[O:42]. (7) Given the product [NH2:30][CH2:20][CH:19]([OH:22])[CH2:18][O:17][C:16]1[C:15]([CH3:26])=[CH:14][C:13]([C:10]2[N:9]=[C:8]([C:6]3[CH:5]=[C:4]([CH3:27])[N:3]=[C:2]([Cl:1])[CH:7]=3)[O:12][N:11]=2)=[CH:24][C:23]=1[CH3:25], predict the reactants needed to synthesize it. The reactants are: [Cl:1][C:2]1[CH:7]=[C:6]([C:8]2[O:12][N:11]=[C:10]([C:13]3[CH:24]=[C:23]([CH3:25])[C:16]([O:17][CH2:18][CH:19]([OH:22])[CH2:20]O)=[C:15]([CH3:26])[CH:14]=3)[N:9]=2)[CH:5]=[C:4]([CH3:27])[N:3]=1.CC[N:30](C(C)C)C(C)C.CS(Cl)(=O)=O.N.